From a dataset of Forward reaction prediction with 1.9M reactions from USPTO patents (1976-2016). Predict the product of the given reaction. (1) Given the reactants Br[C:2]1[CH:3]=[CH:4][C:5]([N:10]2[CH:14]=[C:13]([CH3:15])[N:12]=[CH:11]2)=[C:6]([CH:9]=1)[C:7]#[N:8].[CH2:16]([N:23]1[CH:27]=[CH:26][C:25]([NH2:28])=[N:24]1)[C:17]1[CH:22]=[CH:21][CH:20]=[CH:19][CH:18]=1, predict the reaction product. The product is: [CH2:16]([N:23]1[CH:27]=[CH:26][C:25]([NH:28][C:2]2[CH:3]=[CH:4][C:5]([N:10]3[CH:14]=[C:13]([CH3:15])[N:12]=[CH:11]3)=[C:6]([CH:9]=2)[C:7]#[N:8])=[N:24]1)[C:17]1[CH:18]=[CH:19][CH:20]=[CH:21][CH:22]=1. (2) Given the reactants [OH:1][C:2]1[C:3]([C:8]([OH:10])=O)=[N:4][CH:5]=[CH:6][CH:7]=1.C(N(C(C)C)CC)(C)C.CCN=C=NCCCN(C)C.ON1C2C=CC=CC=2N=N1.Cl.[C:42]([O:46][C:47](=[O:50])[CH2:48][NH2:49])([CH3:45])([CH3:44])[CH3:43], predict the reaction product. The product is: [C:42]([O:46][C:47](=[O:50])[CH2:48][NH:49][C:8]([C:3]1[C:2]([OH:1])=[CH:7][CH:6]=[CH:5][N:4]=1)=[O:10])([CH3:45])([CH3:44])[CH3:43]. (3) Given the reactants C([S:8][C:9]1[CH:10]=[CH:11][C:12]2[CH:17]([CH:18]=1)[C:16](=[O:19])[N:15]=[N:14][C:13]=2[Cl:20])C1C=CC=CC=1.ClN1C(C)(C)C(=[O:29])N(Cl)C1=O.[F:32][C:33]1[C:38]([F:39])=[C:37]([F:40])[C:36]([F:41])=[C:35]([F:42])[C:34]=1[OH:43].C(N(CC)CC)C.[OH2:51], predict the reaction product. The product is: [Cl:20][C:13]1[N:14]=[N:15][C:16](=[O:19])[CH:17]2[C:12]=1[CH:11]=[CH:10][C:9]([S:8]([O:43][C:34]1[C:33]([F:32])=[C:38]([F:39])[C:37]([F:40])=[C:36]([F:41])[C:35]=1[F:42])(=[O:29])=[O:51])=[CH:18]2. (4) The product is: [NH:4]1[CH:5]=[CH:6][N:7]=[C:3]1[C:1]#[C:2][C:9]1[CH:10]=[CH:11][C:12]([C:15]2[CH:16]=[N:17][CH:18]=[CH:19][CH:20]=2)=[N:13][CH:14]=1. Given the reactants [C:1]([C:3]1[NH:4][CH:5]=[CH:6][N:7]=1)#[CH:2].Br[C:9]1[CH:10]=[CH:11][C:12]([C:15]2[CH:16]=[N:17][CH:18]=[CH:19][CH:20]=2)=[N:13][CH:14]=1.C(N(CC)CC)C, predict the reaction product. (5) Given the reactants [NH2:1][C:2]1[CH:3]=[C:4]([CH:21]=[CH:22][CH:23]=1)[O:5][C:6]1[CH:7]=[CH:8][C:9]2[N:10]([CH:12]=[C:13]([NH:15][C:16]([CH:18]3[CH2:20][CH2:19]3)=[O:17])[N:14]=2)[N:11]=1.[F:24][C:25]1[CH:33]=[CH:32][C:28]([C:29](O)=[O:30])=[CH:27][C:26]=1[C:34]([F:37])([F:36])[F:35].ON1C2C=CC=CC=2N=N1.Cl.C(N=C=NCCCN(C)C)C, predict the reaction product. The product is: [CH:18]1([C:16]([NH:15][C:13]2[N:14]=[C:9]3[CH:8]=[CH:7][C:6]([O:5][C:4]4[CH:3]=[C:2]([NH:1][C:29](=[O:30])[C:28]5[CH:32]=[CH:33][C:25]([F:24])=[C:26]([C:34]([F:37])([F:35])[F:36])[CH:27]=5)[CH:23]=[CH:22][CH:21]=4)=[N:11][N:10]3[CH:12]=2)=[O:17])[CH2:20][CH2:19]1.